This data is from Catalyst prediction with 721,799 reactions and 888 catalyst types from USPTO. The task is: Predict which catalyst facilitates the given reaction. Reactant: [NH2:1][N:2]1[CH:6]=[CH:5][N:4]=[C:3]1[C:7]([O:9][CH2:10][CH3:11])=[O:8].[C:12](O[C:12]([O:14][C:15]([CH3:18])([CH3:17])[CH3:16])=[O:13])([O:14][C:15]([CH3:18])([CH3:17])[CH3:16])=[O:13]. Product: [C:15]([O:14][C:12]([NH:1][N:2]1[CH:6]=[CH:5][N:4]=[C:3]1[C:7]([O:9][CH2:10][CH3:11])=[O:8])=[O:13])([CH3:18])([CH3:17])[CH3:16]. The catalyst class is: 241.